Dataset: Peptide-MHC class I binding affinity with 185,985 pairs from IEDB/IMGT. Task: Regression. Given a peptide amino acid sequence and an MHC pseudo amino acid sequence, predict their binding affinity value. This is MHC class I binding data. (1) The peptide sequence is VMSQEDNHF. The MHC is HLA-B15:01 with pseudo-sequence HLA-B15:01. The binding affinity (normalized) is 0.514. (2) The peptide sequence is SGYEGRVPL. The MHC is HLA-A01:01 with pseudo-sequence HLA-A01:01. The binding affinity (normalized) is 0.